Dataset: Peptide-MHC class I binding affinity with 185,985 pairs from IEDB/IMGT. Task: Regression. Given a peptide amino acid sequence and an MHC pseudo amino acid sequence, predict their binding affinity value. This is MHC class I binding data. The peptide sequence is FRYKSRCYV. The MHC is HLA-C06:02 with pseudo-sequence HLA-C06:02. The binding affinity (normalized) is 0.808.